This data is from NCI-60 drug combinations with 297,098 pairs across 59 cell lines. The task is: Regression. Given two drug SMILES strings and cell line genomic features, predict the synergy score measuring deviation from expected non-interaction effect. (1) Drug 1: C1=CC(=CC=C1CC(C(=O)O)N)N(CCCl)CCCl.Cl. Drug 2: COC1=NC(=NC2=C1N=CN2C3C(C(C(O3)CO)O)O)N. Cell line: MOLT-4. Synergy scores: CSS=84.1, Synergy_ZIP=2.78, Synergy_Bliss=2.90, Synergy_Loewe=-0.969, Synergy_HSA=4.44. (2) Drug 1: CCC1=C2CN3C(=CC4=C(C3=O)COC(=O)C4(CC)O)C2=NC5=C1C=C(C=C5)O. Drug 2: C(CCl)NC(=O)N(CCCl)N=O. Cell line: SNB-19. Synergy scores: CSS=48.3, Synergy_ZIP=2.23, Synergy_Bliss=3.83, Synergy_Loewe=-15.2, Synergy_HSA=6.66. (3) Drug 1: CCC1(CC2CC(C3=C(CCN(C2)C1)C4=CC=CC=C4N3)(C5=C(C=C6C(=C5)C78CCN9C7C(C=CC9)(C(C(C8N6C)(C(=O)OC)O)OC(=O)C)CC)OC)C(=O)OC)O.OS(=O)(=O)O. Drug 2: CN(CC1=CN=C2C(=N1)C(=NC(=N2)N)N)C3=CC=C(C=C3)C(=O)NC(CCC(=O)O)C(=O)O. Cell line: HOP-62. Synergy scores: CSS=3.83, Synergy_ZIP=-8.42, Synergy_Bliss=-10.0, Synergy_Loewe=-33.1, Synergy_HSA=-8.44.